Dataset: Full USPTO retrosynthesis dataset with 1.9M reactions from patents (1976-2016). Task: Predict the reactants needed to synthesize the given product. Given the product [CH2:1]([O:3][C:4]1[CH:5]=[C:6]([N:10]2[CH2:14][C:13]3([CH2:19][CH2:18][CH2:17][C:16]([CH3:27])([C:20]([O:22][CH3:23])=[O:21])[CH2:15]3)[O:12][C:11]2=[O:24])[CH:7]=[CH:8][CH:9]=1)[CH3:2], predict the reactants needed to synthesize it. The reactants are: [CH2:1]([O:3][C:4]1[CH:5]=[C:6]([N:10]2[CH2:14][C:13]3([CH2:19][CH2:18][CH2:17][CH:16]([C:20]([O:22][CH3:23])=[O:21])[CH2:15]3)[O:12][C:11]2=[O:24])[CH:7]=[CH:8][CH:9]=1)[CH3:2].IC.[CH3:27]OC1C=CC(CN2CC3(CCCC(COCC4C=CC=CC=4)(C(OC)=O)C3)OC2=O)=CC=1.